The task is: Predict the reaction yield, written as a fraction of the theoretical maximum amount of product (1.0 means a 100% yield; for example, 0.34 means a 34% yield).. This data is from Reaction yield outcomes from USPTO patents with 853,638 reactions. (1) The reactants are Br[CH:2]([C:7]1[CH:12]=[C:11]([Cl:13])[CH:10]=[C:9]([Cl:14])[CH:8]=1)[C:3]([F:6])([F:5])[F:4].[CH:15]([C:17]1[CH:22]=[CH:21][C:20]([N:23]2[CH:27]=[N:26][CH:25]=[N:24]2)=[CH:19][CH:18]=1)=[CH2:16].N1C=CC=CC=1C1C=CC=CN=1. The catalyst is ClC1C=CC=CC=1Cl.Cl[Cu]. The product is [Cl:14][C:9]1[CH:8]=[C:7]([CH:2]([C:3]([F:6])([F:5])[F:4])/[CH:16]=[CH:15]/[C:17]2[CH:18]=[CH:19][C:20]([N:23]3[CH:27]=[N:26][CH:25]=[N:24]3)=[CH:21][CH:22]=2)[CH:12]=[C:11]([Cl:13])[CH:10]=1. The yield is 0.320. (2) The reactants are Br[C:2]1[N:3]=[C:4]2[C:10]([C:11]([NH:13][C:14]([CH3:18])([CH3:17])[CH2:15][OH:16])=[O:12])=[CH:9][N:8]([CH2:19][O:20][CH2:21][CH2:22][Si:23]([CH3:26])([CH3:25])[CH3:24])[C:5]2=[N:6][CH:7]=1.Cl.[CH3:28][N:29]1[CH:33]=[C:32]([NH2:34])[CH:31]=[N:30]1.C1C=CC(P(C2C(C3C(P(C4C=CC=CC=4)C4C=CC=CC=4)=CC=C4C=3C=CC=C4)=C3C(C=CC=C3)=CC=2)C2C=CC=CC=2)=CC=1.CC(C)([O-])C.[Na+]. The catalyst is CN(C=O)C.C1(C)C=CC=CC=1.O.C([O-])(=O)C.[Pd+2].C([O-])(=O)C. The product is [OH:16][CH2:15][C:14]([NH:13][C:11]([C:10]1[C:4]2[C:5](=[N:6][CH:7]=[C:2]([NH:34][C:32]3[CH:31]=[N:30][N:29]([CH3:28])[CH:33]=3)[N:3]=2)[N:8]([CH2:19][O:20][CH2:21][CH2:22][Si:23]([CH3:26])([CH3:25])[CH3:24])[CH:9]=1)=[O:12])([CH3:18])[CH3:17]. The yield is 0.180. (3) The reactants are [CH2:1]([O:5][CH2:6][CH2:7][CH2:8][CH2:9][O:10][C:11]1[CH:16]=[CH:15][C:14]([C:17]2[CH:22]=[CH:21][C:20]([C:23]([OH:25])=[O:24])=[CH:19][CH:18]=2)=[C:13]([F:26])[C:12]=1[F:27])[CH2:2][CH2:3][CH3:4].C(O[C:36]1[CH:55]=[CH:54][C:39]([C:40]([O:42][C@@H:43]([C:50]([F:53])([F:52])[F:51])[CH2:44][CH2:45][CH2:46][CH2:47][CH2:48][CH3:49])=[O:41])=[CH:38][CH:37]=1)C1C=CC=CC=1.[CH3:56]N(C1C=CC=CN=1)C. The catalyst is C1COCC1.C(N=C=NC(C)C)(C)C. The product is [F:51][C:50]([F:52])([F:53])[C@H:43]([O:42][C:40]([C:39]1[CH:38]=[CH:37][C:36]([O:24][C:23]([C:20]2[CH:19]=[CH:18][C:17]([C:14]3[CH:15]=[CH:16][C:11]([O:10][CH2:9][CH2:8][CH2:7][CH2:6][O:5][CH2:1][CH2:2][CH2:3][CH2:4][CH3:56])=[C:12]([F:27])[C:13]=3[F:26])=[CH:22][CH:21]=2)=[O:25])=[CH:55][CH:54]=1)=[O:41])[CH2:44][CH2:45][CH2:46][CH2:47][CH2:48][CH3:49]. The yield is 0.650. (4) The reactants are Cl.[CH3:2][S:3]([C:6]1[CH:12]=[CH:11][C:9]([NH2:10])=[CH:8][CH:7]=1)(=[O:5])=[O:4].C(=O)([O-])[O-].[Ca+2].[C:18](Cl)(Cl)=[S:19]. The catalyst is C(Cl)Cl.O. The product is [N:10]([C:9]1[CH:11]=[CH:12][C:6]([S:3]([CH3:2])(=[O:4])=[O:5])=[CH:7][CH:8]=1)=[C:18]=[S:19]. The yield is 0.890. (5) The reactants are Cl[C:2]1[CH:9]=[N:8][CH:7]=[C:6]([Cl:10])[C:3]=1[C:4]#[N:5].[CH:11]1[C:20]2[C:15](=[CH:16][CH:17]=[CH:18][CH:19]=2)[CH:14]=[CH:13][C:12]=1B(O)O.P([O-])([O-])([O-])=O.[K+].[K+].[K+].CN(C)C(=O)C. The catalyst is C(OCC)(=O)C.C1(P(C2C=CC=CC=2)C2C=CC=CC=2)C=CC=CC=1.C1(P(C2C=CC=CC=2)C2C=CC=CC=2)C=CC=CC=1.C1(P(C2C=CC=CC=2)C2C=CC=CC=2)C=CC=CC=1.C1(P(C2C=CC=CC=2)C2C=CC=CC=2)C=CC=CC=1.[Pd]. The product is [Cl:10][C:6]1[CH:7]=[N:8][CH:9]=[C:2]([C:13]2[CH:12]=[CH:11][C:20]3[C:15](=[CH:16][CH:17]=[CH:18][CH:19]=3)[CH:14]=2)[C:3]=1[C:4]#[N:5]. The yield is 0.460. (6) The reactants are [C:1](O)(=O)C.C([BH3-])#N.[Na+].[N:9]1([CH2:15][CH2:16][NH:17][C:18]2[CH:27]=[C:26]3[C:21]([CH:22]=[C:23]([C:29]4[CH:34]=[CH:33][CH:32]=[CH:31][CH:30]=4)[NH:24][C:25]3=[O:28])=[CH:20][CH:19]=2)[CH2:14][CH2:13][O:12][CH2:11][CH2:10]1.C(=O)(O)[O-].[Na+]. The catalyst is CO. The product is [CH3:1][N:17]([CH2:16][CH2:15][N:9]1[CH2:10][CH2:11][O:12][CH2:13][CH2:14]1)[C:18]1[CH:27]=[C:26]2[C:21]([CH:22]=[C:23]([C:29]3[CH:30]=[CH:31][CH:32]=[CH:33][CH:34]=3)[NH:24][C:25]2=[O:28])=[CH:20][CH:19]=1. The yield is 0.840. (7) The reactants are Cl.[Cl:2][C:3]1[C:11]2[C:6](=[CH:7][CH:8]=[C:9]([C:12]3[O:16][N:15]=[C:14]([C:17]4[C:18]([CH3:27])=[C:19]5[C:24](=[CH:25][CH:26]=4)[CH2:23][NH:22][CH2:21][CH2:20]5)[N:13]=3)[CH:10]=2)[N:5]([CH:28]([CH3:30])[CH3:29])[CH:4]=1.Br[CH2:32][C:33]([O:35][CH2:36][CH3:37])=[O:34]. No catalyst specified. The product is [CH2:36]([O:35][C:33](=[O:34])[CH2:32][N:22]1[CH2:21][CH2:20][C:19]2[C:24](=[CH:25][CH:26]=[C:17]([C:14]3[N:13]=[C:12]([C:9]4[CH:10]=[C:11]5[C:6](=[CH:7][CH:8]=4)[N:5]([CH:28]([CH3:30])[CH3:29])[CH:4]=[C:3]5[Cl:2])[O:16][N:15]=3)[C:18]=2[CH3:27])[CH2:23]1)[CH3:37]. The yield is 0.720. (8) The reactants are [N+:1]([C:4]1[CH:12]=[C:11]2[C:7]([C:8]([CH2:13][C:14]#[N:15])=[CH:9][NH:10]2)=[CH:6][CH:5]=1)([O-:3])=[O:2].[CH3:16][C:17]([O:20][C:21](O[C:21]([O:20][C:17]([CH3:19])([CH3:18])[CH3:16])=[O:22])=[O:22])([CH3:19])[CH3:18].CCN(CC)CC. The catalyst is C1COCC1. The product is [C:17]([O:20][C:21](=[O:22])[NH:15][CH2:14][CH2:13][C:8]1[C:7]2[C:11](=[CH:12][C:4]([N+:1]([O-:3])=[O:2])=[CH:5][CH:6]=2)[NH:10][CH:9]=1)([CH3:19])([CH3:18])[CH3:16]. The yield is 0.380. (9) The reactants are [NH:1]1[C:10]2[C:5](=[CH:6][CH:7]=[CH:8][CH:9]=2)[CH2:4][CH:3]([NH:11][C:12](=[O:18])[O:13][C:14]([CH3:17])([CH3:16])[CH3:15])[CH2:2]1.[Cl:19]N1C(=O)CCC1=O.O. The catalyst is C(#N)C. The product is [Cl:19][C:7]1[CH:6]=[C:5]2[C:10](=[CH:9][CH:8]=1)[NH:1][CH2:2][CH:3]([NH:11][C:12](=[O:18])[O:13][C:14]([CH3:15])([CH3:17])[CH3:16])[CH2:4]2. The yield is 0.580. (10) The yield is 0.510. The reactants are [NH:1]1[CH2:5][CH2:4][CH2:3][CH2:2]1.[Cl:6][CH2:7][C:8]1[N:9]=[C:10]([C:13]2[CH:28]=[CH:27][C:16]([CH2:17][N:18]3[C:22]4[CH:23]=[CH:24][CH:25]=[CH:26][C:21]=4[N:20]=[CH:19]3)=[CH:15][CH:14]=2)[O:11][CH:12]=1. The product is [ClH:6].[N:1]1([CH2:7][C:8]2[N:9]=[C:10]([C:13]3[CH:14]=[CH:15][C:16]([CH2:17][N:18]4[C:22]5[CH:23]=[CH:24][CH:25]=[CH:26][C:21]=5[N:20]=[CH:19]4)=[CH:27][CH:28]=3)[O:11][CH:12]=2)[CH2:5][CH2:4][CH2:3][CH2:2]1. No catalyst specified.